Dataset: Forward reaction prediction with 1.9M reactions from USPTO patents (1976-2016). Task: Predict the product of the given reaction. (1) Given the reactants [CH2:1]([O:5][C:6]1[CH:10]=[CH:9][N:8](C(=O)C)[N:7]=1)[CH:2]([CH3:4])[CH3:3].[OH-].[Na+], predict the reaction product. The product is: [CH2:1]([O:5][C:6]1[CH:10]=[CH:9][NH:8][N:7]=1)[CH:2]([CH3:4])[CH3:3]. (2) The product is: [CH3:1][O:2][C:3]([C:5]1[C:9]([NH:10][C:11](=[O:41])[C:12]2[CH:17]=[CH:16][CH:15]=[C:14]([CH2:18][N:19]3[C:24](=[O:25])[CH:23]=[CH:22][C:21]([C:26]4[CH:27]=[N:28][CH:29]=[C:30]([CH2:32][NH2:33])[CH:31]=4)=[N:20]3)[CH:13]=2)=[CH:8][N:7]([CH3:42])[N:6]=1)=[O:4]. Given the reactants [CH3:1][O:2][C:3]([C:5]1[C:9]([NH:10][C:11](=[O:41])[C:12]2[CH:17]=[CH:16][CH:15]=[C:14]([CH2:18][N:19]3[C:24](=[O:25])[CH:23]=[CH:22][C:21]([C:26]4[CH:27]=[N:28][CH:29]=[C:30]([CH2:32][NH:33]C(OC(C)(C)C)=O)[CH:31]=4)=[N:20]3)[CH:13]=2)=[CH:8][N:7]([CH3:42])[N:6]=1)=[O:4].Cl.O1CCOCC1, predict the reaction product. (3) Given the reactants [Cl:1][C:2]1[C:7]([Cl:8])=[CH:6][CH:5]=[CH:4][C:3]=1[S:9]([NH:12][C:13]1[C:18](Cl)=[N:17][CH:16]=[CH:15][N:14]=1)(=[O:11])=[O:10].[H-].[Na+].[CH2:22]([OH:25])[C:23]#[CH:24], predict the reaction product. The product is: [Cl:1][C:2]1[C:7]([Cl:8])=[CH:6][CH:5]=[CH:4][C:3]=1[S:9]([NH:12][C:13]1[C:18]([O:25][CH2:22][C:23]#[CH:24])=[N:17][CH:16]=[CH:15][N:14]=1)(=[O:11])=[O:10].